From a dataset of Peptide-MHC class II binding affinity with 134,281 pairs from IEDB. Regression. Given a peptide amino acid sequence and an MHC pseudo amino acid sequence, predict their binding affinity value. This is MHC class II binding data. (1) The peptide sequence is DLEKYVEDTKIDLWS. The MHC is DRB1_0901 with pseudo-sequence DRB1_0901. The binding affinity (normalized) is 0.146. (2) The peptide sequence is DYVLLGVAAAVVIGL. The MHC is DRB1_0701 with pseudo-sequence DRB1_0701. The binding affinity (normalized) is 0.198. (3) The peptide sequence is SQELELSWNLNGLQAY. The MHC is HLA-DQA10101-DQB10501 with pseudo-sequence HLA-DQA10101-DQB10501. The binding affinity (normalized) is 0.609. (4) The MHC is DRB1_0101 with pseudo-sequence DRB1_0101. The peptide sequence is EFKTLIEFHYYMSDQ. The binding affinity (normalized) is 0.228. (5) The peptide sequence is HHFHELQLKDGRRIV. The MHC is HLA-DQA10103-DQB10603 with pseudo-sequence HLA-DQA10103-DQB10603. The binding affinity (normalized) is 0. (6) The peptide sequence is KGKHLLNKQDYEYKV. The MHC is DRB1_0101 with pseudo-sequence DRB1_0101. The binding affinity (normalized) is 0.142.